From a dataset of Catalyst prediction with 721,799 reactions and 888 catalyst types from USPTO. Predict which catalyst facilitates the given reaction. (1) Reactant: [CH3:1][O:2][C:3](=[O:22])[CH2:4][C:5]1([CH2:11][NH:12][C:13](=[O:21])[C:14]2[CH:19]=[CH:18][CH:17]=[CH:16][C:15]=2[NH2:20])[CH2:10][CH2:9][CH2:8][CH2:7][CH2:6]1.[C:23](N1C=CN=C1)(N1C=CN=C1)=[O:24].N12CCCN=C1CCCCC2. Product: [CH3:1][O:2][C:3](=[O:22])[CH2:4][C:5]1([CH2:11][N:12]2[C:13](=[O:21])[C:14]3[C:15](=[CH:16][CH:17]=[CH:18][CH:19]=3)[NH:20][C:23]2=[O:24])[CH2:6][CH2:7][CH2:8][CH2:9][CH2:10]1. The catalyst class is: 49. (2) Reactant: CC(C)([O-])C.[K+].[C:7]1([C:13]2[CH:14]=[C:15]([C:18]([O:20][CH2:21][CH3:22])=[O:19])[NH:16][CH:17]=2)[CH:12]=[CH:11][CH:10]=[CH:9][CH:8]=1.Br[CH2:24][CH2:25][O:26][CH3:27]. Product: [CH3:27][O:26][CH2:25][CH2:24][N:16]1[CH:17]=[C:13]([C:7]2[CH:8]=[CH:9][CH:10]=[CH:11][CH:12]=2)[CH:14]=[C:15]1[C:18]([O:20][CH2:21][CH3:22])=[O:19]. The catalyst class is: 16. (3) Reactant: [C:1]([C:5]1(C(OCC)=O)[O:9][NH:8][CH:7]=[CH:6]1)([CH3:4])([CH3:3])[CH3:2].[BH4-].[Na+].O.[O:18]1CCC[CH2:19]1. Product: [C:1]([C:5]1[O:9][N:8]=[C:7]([CH2:19][OH:18])[CH:6]=1)([CH3:2])([CH3:3])[CH3:4]. The catalyst class is: 8. (4) Reactant: C(Cl)(=O)C([Cl:4])=O.[CH2:7]([N:14]1[C@H:18]([C:19](=[O:28])[NH:20][CH2:21][C:22]2[CH:27]=[CH:26][CH:25]=[CH:24][CH:23]=2)[CH2:17][CH2:16][C@@H:15]1[C:29]([OH:31])=O)[C:8]1[CH:13]=[CH:12][CH:11]=[CH:10][CH:9]=1. Product: [ClH:4].[CH2:21]([N:20]1[C:29](=[O:31])[CH:15]2[N:14]([CH2:7][C:8]3[CH:13]=[CH:12][CH:11]=[CH:10][CH:9]=3)[CH:18]([CH2:17][CH2:16]2)[C:19]1=[O:28])[C:22]1[CH:27]=[CH:26][CH:25]=[CH:24][CH:23]=1. The catalyst class is: 2. (5) Reactant: [N:1]([C:4]1[CH:13]=[CH:12][C:7]([C:8]([O:10][CH3:11])=[O:9])=[CH:6][C:5]=1[CH3:14])=[C:2]=[O:3].[NH2:15][C:16]([CH3:20])([CH3:19])[CH2:17][OH:18]. Product: [CH3:19][C:16]([NH:15][C:2](=[O:3])[NH:1][C:4]1[CH:13]=[CH:12][C:7]([C:8]([O:10][CH3:11])=[O:9])=[CH:6][C:5]=1[CH3:14])([CH3:20])[CH2:17][OH:18]. The catalyst class is: 1. (6) The catalyst class is: 13. Product: [OH:62][CH:63]1[CH2:68][CH2:67][CH2:66][CH2:65][CH:64]1[C:69]([O:71][CH2:72][CH3:73])=[O:70]. Reactant: P([O-])(O)(O)=O.[K+].P([O-])([O-])(O)=O.[K+].[K+].C1C=[N+]([C@@H]2O[C@H](COP(OP(OC[C@H]3O[C@@H](N4C5N=CN=C(N)C=5N=C4)[C@H](O)[C@@H]3O)(O)=O)(O)=O)[C@@H](O)[C@H]2O)C=C(C(N)=O)C=1.CC(O)C.[O:62]=[C:63]1[CH2:68][CH2:67][CH2:66][CH2:65][CH:64]1[C:69]([O:71][CH2:72][CH3:73])=[O:70].